Dataset: Full USPTO retrosynthesis dataset with 1.9M reactions from patents (1976-2016). Task: Predict the reactants needed to synthesize the given product. (1) The reactants are: [CH2:1]([C:3]1[NH:4][C:5]([C:8]2[C:9](F)=[CH:10][C:11]([CH3:30])=[C:12]([C:14]([N:16]3[CH2:21][CH2:20][CH:19]([C:22]4[CH:29]=[CH:28][C:25]([C:26]#[N:27])=[CH:24][CH:23]=4)[CH2:18][CH2:17]3)=[O:15])[CH:13]=2)=[N:6][N:7]=1)[CH3:2].[CH3:32][S-:33].[Na+]. Given the product [CH2:1]([C:3]1[NH:4][C:5]([C:8]2[C:9]([S:33][CH3:32])=[CH:10][C:11]([CH3:30])=[C:12]([CH:13]=2)[C:14]([N:16]2[CH2:21][CH2:20][CH:19]([C:22]3[CH:29]=[CH:28][C:25]([C:26]#[N:27])=[CH:24][CH:23]=3)[CH2:18][CH2:17]2)=[O:15])=[N:6][N:7]=1)[CH3:2], predict the reactants needed to synthesize it. (2) The reactants are: [F:1][C:2]1[CH:11]=[C:10]2[C:5]([CH:6]=[CH:7][C:8](=[O:12])[NH:9]2)=[N:4][CH:3]=1.P([O-])([O-])([O-])=O.[K+].[K+].[K+].Br[CH2:22][CH:23]([O:27][CH2:28][CH3:29])[O:24][CH2:25][CH3:26].COC1CCCC1.Cl. Given the product [CH2:25]([O:24][CH:23]([O:27][CH2:28][CH3:29])[CH2:22][N:9]1[C:10]2[C:5](=[N:4][CH:3]=[C:2]([F:1])[CH:11]=2)[CH:6]=[CH:7][C:8]1=[O:12])[CH3:26], predict the reactants needed to synthesize it. (3) Given the product [N+:1]([C:4]1[CH:5]=[CH:6][C:7]([CH2:10][C:11]2[O:12][C:15](=[O:16])[NH:14][N:13]=2)=[CH:8][CH:9]=1)([O-:3])=[O:2], predict the reactants needed to synthesize it. The reactants are: [N+:1]([C:4]1[CH:9]=[CH:8][C:7]([CH2:10][C:11]([NH:13][NH2:14])=[O:12])=[CH:6][CH:5]=1)([O-:3])=[O:2].[C:15](Cl)(=O)[O:16]CC.O=P12OP3(OP(OP(O3)(O1)=O)(=O)O2)=O.C[Si](C)(C)O[Si](C)(C)C. (4) Given the product [CH2:34]([C:26]1[C:27]([CH3:29])=[CH:28][C:23]([O:22][CH:14]([C:11]2[CH:12]=[CH:13][C:8]([C:7]([NH:6][CH2:5][CH2:4][C:3]([OH:2])=[O:33])=[O:32])=[CH:9][CH:10]=2)[CH2:15][CH2:16][CH2:17][C:18]([F:21])([F:20])[F:19])=[CH:24][C:25]=1[CH3:31])[CH3:35], predict the reactants needed to synthesize it. The reactants are: C[O:2][C:3](=[O:33])[CH2:4][CH2:5][NH:6][C:7](=[O:32])[C:8]1[CH:13]=[CH:12][C:11]([CH:14]([O:22][C:23]2[CH:28]=[C:27]([CH3:29])[C:26](Br)=[C:25]([CH3:31])[CH:24]=2)[CH2:15][CH2:16][CH2:17][C:18]([F:21])([F:20])[F:19])=[CH:10][CH:9]=1.[CH2:34](B(O)O)[CH3:35]. (5) Given the product [CH2:28]([S:30]([C:33]1[CH:34]=[C:35]2[C:40](=[CH:41][C:42]=1[O:43][CH3:44])[N:39]=[C:38]([C:45]1[CH:50]=[CH:49][CH:48]=[C:47]([C:51]([F:53])([F:54])[F:52])[CH:46]=1)[C:37]([CH2:55][N:56]1[CH2:61][CH2:60][CH:59]([N:62]3[CH2:66][CH2:65][CH2:64][CH2:63]3)[CH2:58][CH2:57]1)=[C:36]2[C:67]([NH:19][C@H:12]([C:13]1[CH:18]=[CH:17][CH:16]=[CH:15][CH:14]=1)[C:11]([F:20])([F:21])[F:10])=[O:68])(=[O:31])=[O:32])[CH3:29], predict the reactants needed to synthesize it. The reactants are: C(N(CC)C(C)C)(C)C.[F:10][C:11]([F:21])([F:20])[C@H:12]([NH2:19])[C:13]1[CH:18]=[CH:17][CH:16]=[CH:15][CH:14]=1.CCCP(=O)=O.[CH2:28]([S:30]([C:33]1[CH:34]=[C:35]2[C:40](=[CH:41][C:42]=1[O:43][CH3:44])[N:39]=[C:38]([C:45]1[CH:50]=[CH:49][CH:48]=[C:47]([C:51]([F:54])([F:53])[F:52])[CH:46]=1)[C:37]([CH2:55][N:56]1[CH2:61][CH2:60][CH:59]([N:62]3[CH2:66][CH2:65][CH2:64][CH2:63]3)[CH2:58][CH2:57]1)=[C:36]2[C:67](O)=[O:68])(=[O:32])=[O:31])[CH3:29]. (6) Given the product [Cl:13][C:8]1[CH:7]=[CH:6][C:5]2[C:10](=[CH:11][CH:12]=[C:3]([CH2:2][O:29][C:17]3[CH:18]=[C:19]([C:21]4([O:27][CH3:28])[CH2:22][CH2:23][O:24][CH2:25][CH2:26]4)[CH:20]=[C:15]([F:14])[CH:16]=3)[CH:4]=2)[N:9]=1, predict the reactants needed to synthesize it. The reactants are: Br[CH2:2][C:3]1[CH:4]=[C:5]2[C:10](=[CH:11][CH:12]=1)[N:9]=[C:8]([Cl:13])[CH:7]=[CH:6]2.[F:14][C:15]1[CH:16]=[C:17]([OH:29])[CH:18]=[C:19]([C:21]2([O:27][CH3:28])[CH2:26][CH2:25][O:24][CH2:23][CH2:22]2)[CH:20]=1.C(=O)([O-])[O-].[Cs+].[Cs+].